From a dataset of Forward reaction prediction with 1.9M reactions from USPTO patents (1976-2016). Predict the product of the given reaction. (1) Given the reactants C(C1C=CC(C([NH:11][C@H:12]([C:20]2[NH:21][CH:22]=[C:23]([C:25]3[CH:33]=[CH:32][C:28]([C:29]([NH2:31])=[O:30])=[CH:27][CH:26]=3)[N:24]=2)[CH2:13][C:14]2[CH:19]=[CH:18][CH:17]=[CH:16][CH:15]=2)=C)=C(NCC)C=1)#N.C(C1C(NCC)=C(C=CC=1)C(O)=O)#N.CN([P+](ON1N=NC2C=CC=CC1=2)(N(C)C)N(C)C)C.F[P-](F)(F)(F)(F)F.C(N[C@H](C(O)=O)CC1C=CC=CC=1)(OC(C)(C)C)=O.BrCC(C1C=CC(C#N)=CC=1)=O, predict the reaction product. The product is: [NH2:11][C@H:12]([C:20]1[NH:21][CH:22]=[C:23]([C:25]2[CH:26]=[CH:27][C:28]([C:29]([NH2:31])=[O:30])=[CH:32][CH:33]=2)[N:24]=1)[CH2:13][C:14]1[CH:15]=[CH:16][CH:17]=[CH:18][CH:19]=1. (2) Given the reactants [CH3:1][S:2](Cl)(=[O:4])=[O:3].[CH2:6]([N:13]1[CH2:17][CH2:16][C@H:15]([OH:18])[CH2:14]1)[C:7]1[CH:12]=[CH:11][CH:10]=[CH:9][CH:8]=1.C(N(CC)CC)C, predict the reaction product. The product is: [CH3:1][S:2]([O:18][C@H:15]1[CH2:16][CH2:17][N:13]([CH2:6][C:7]2[CH:8]=[CH:9][CH:10]=[CH:11][CH:12]=2)[CH2:14]1)(=[O:4])=[O:3]. (3) Given the reactants [CH3:1][C:2]1[C:3]2[CH:4]=[C:5]([OH:35])[CH:6]=[CH:7][C:8]=2[N:9]([CH2:18][C:19]2[CH:20]=[CH:21][C:22]([O:25][CH2:26][CH2:27][N:28]3[CH2:34][CH2:33][CH2:32][CH2:31][CH2:30][CH2:29]3)=[CH:23][CH:24]=2)[C:10]=1[C:11]1[CH:12]=[CH:13][C:14]([OH:17])=[CH:15][CH:16]=1.[C:36]([O:40]C)([CH3:39])(C)C, predict the reaction product. The product is: [CH3:1][C:2]1[C:3]2[CH:4]=[C:5]([OH:35])[CH:6]=[CH:7][C:8]=2[N:9]([CH2:18][C:19]2[CH:24]=[CH:23][C:22]([O:25][CH2:26][CH2:27][N:28]3[CH2:29][CH2:30][CH2:31][CH2:32][CH2:33][CH2:34]3)=[CH:21][CH:20]=2)[C:10]=1[C:11]1[CH:12]=[CH:13][C:14]([OH:17])=[CH:15][CH:16]=1.[CH3:39][C:36]([OH:40])=[O:17]. (4) Given the reactants [C:1]([C:4]1[S:8][C:7]([N:9]2[CH2:14][CH2:13][N:12]([C:15]([O:17][C:18]([CH3:21])([CH3:20])[CH3:19])=[O:16])[CH2:11][CH2:10]2)=[N:6][CH:5]=1)(=O)[NH2:2].C(N(CC)CC)C.C(OC(C(F)(F)F)=O)(C(F)(F)F)=O.C([O-])(O)=O.[Na+], predict the reaction product. The product is: [C:1]([C:4]1[S:8][C:7]([N:9]2[CH2:14][CH2:13][N:12]([C:15]([O:17][C:18]([CH3:21])([CH3:20])[CH3:19])=[O:16])[CH2:11][CH2:10]2)=[N:6][CH:5]=1)#[N:2]. (5) The product is: [F:28][C:2]1([F:1])[CH2:3][CH2:4][CH:5]([CH2:8][C:9]2[N:13]3[CH:14]=[C:15]([O:22][CH3:23])[C:16]([C:18]([OH:20])=[O:19])=[CH:17][C:12]3=[N:11][C:10]=2[C:24]([F:25])([F:26])[F:27])[CH2:6][CH2:7]1. Given the reactants [F:1][C:2]1([F:28])[CH2:7][CH2:6][CH:5]([CH2:8][C:9]2[N:13]3[CH:14]=[C:15]([O:22][CH3:23])[C:16]([C:18]([O:20]C)=[O:19])=[CH:17][C:12]3=[N:11][C:10]=2[C:24]([F:27])([F:26])[F:25])[CH2:4][CH2:3]1.C1COCC1.[OH-].[Na+], predict the reaction product. (6) Given the reactants [C:1]12([NH:11][C:12](=[O:20])[NH:13][CH2:14][CH2:15][CH2:16][C:17]([OH:19])=[O:18])[CH2:10][CH:5]3[CH2:6][CH:7]([CH2:9][CH:3]([CH2:4]3)[CH2:2]1)[CH2:8]2.[CH3:21][CH:22]([CH2:26][CH2:27][CH:28]=[C:29]([CH3:31])[CH3:30])[CH2:23][CH2:24]O.Cl.CN(C)CCCN=C=NCC, predict the reaction product. The product is: [CH3:21][CH:22]([CH2:26][CH2:27][CH:28]=[C:29]([CH3:31])[CH3:30])[CH2:23][CH2:24][O:18][C:17](=[O:19])[CH2:16][CH2:15][CH2:14][NH:13][C:12]([NH:11][C:1]12[CH2:8][CH:7]3[CH2:9][CH:3]([CH2:4][CH:5]([CH2:6]3)[CH2:10]1)[CH2:2]2)=[O:20]. (7) Given the reactants [CH2:1]([O:3][C:4](=[O:24])[CH2:5][CH2:6][C@@H:7]1[CH2:11][C@@H:10](OS(C)(=O)=O)[CH2:9][N:8]1[C:17]([O:19][C:20]([CH3:23])([CH3:22])[CH3:21])=[O:18])[CH3:2].[N-:25]=[N+:26]=[N-:27].[Na+], predict the reaction product. The product is: [N:25]([C@@H:10]1[CH2:9][N:8]([C:17]([O:19][C:20]([CH3:23])([CH3:22])[CH3:21])=[O:18])[C@H:7]([CH2:6][CH2:5][C:4]([O:3][CH2:1][CH3:2])=[O:24])[CH2:11]1)=[N+:26]=[N-:27].